From a dataset of NCI-60 drug combinations with 297,098 pairs across 59 cell lines. Regression. Given two drug SMILES strings and cell line genomic features, predict the synergy score measuring deviation from expected non-interaction effect. (1) Drug 1: C1=CC(=CC=C1CC(C(=O)O)N)N(CCCl)CCCl.Cl. Drug 2: C1=CN(C(=O)N=C1N)C2C(C(C(O2)CO)O)O.Cl. Cell line: ACHN. Synergy scores: CSS=62.8, Synergy_ZIP=2.48, Synergy_Bliss=1.39, Synergy_Loewe=-4.84, Synergy_HSA=4.20. (2) Drug 1: CS(=O)(=O)CCNCC1=CC=C(O1)C2=CC3=C(C=C2)N=CN=C3NC4=CC(=C(C=C4)OCC5=CC(=CC=C5)F)Cl. Drug 2: CC(C)NC(=O)C1=CC=C(C=C1)CNNC.Cl. Cell line: MDA-MB-231. Synergy scores: CSS=6.30, Synergy_ZIP=-2.55, Synergy_Bliss=2.89, Synergy_Loewe=5.14, Synergy_HSA=5.19. (3) Drug 1: CC(CN1CC(=O)NC(=O)C1)N2CC(=O)NC(=O)C2. Drug 2: C1=NC2=C(N=C(N=C2N1C3C(C(C(O3)CO)O)F)Cl)N. Cell line: 786-0. Synergy scores: CSS=17.9, Synergy_ZIP=-7.07, Synergy_Bliss=-8.00, Synergy_Loewe=-31.7, Synergy_HSA=-5.84.